From a dataset of CYP2C9 inhibition data for predicting drug metabolism from PubChem BioAssay. Regression/Classification. Given a drug SMILES string, predict its absorption, distribution, metabolism, or excretion properties. Task type varies by dataset: regression for continuous measurements (e.g., permeability, clearance, half-life) or binary classification for categorical outcomes (e.g., BBB penetration, CYP inhibition). Dataset: cyp2c9_veith. (1) The compound is COc1ccc2c(c1)CC[C@@H]1[C@@H]3CC[C@@H](NCCCCCCN4C(=O)C=CC4=O)[C@@]3(C)CC[C@@H]21. The result is 0 (non-inhibitor). (2) The result is 1 (inhibitor). The drug is CCCCCC1=C2CNC(CC(C)C)(C(=O)OC)C=C2C(C)C1=O. (3) The compound is Cc1nc2c(OCc3ccccc3)cccn2c1CC#N. The result is 0 (non-inhibitor). (4) The compound is NC([N-]/N=C/c1ccccn1)=S=[Fe].O=S(=O)(O)O. The result is 0 (non-inhibitor). (5) The drug is Cc1ccccc1S(=O)(=O)O[C@@H]1NS(=O)(=O)c2ccccc21. The result is 0 (non-inhibitor).